From a dataset of Reaction yield outcomes from USPTO patents with 853,638 reactions. Predict the reaction yield, written as a fraction of the theoretical maximum amount of product (1.0 means a 100% yield; for example, 0.34 means a 34% yield). (1) The reactants are [CH2:1]([O:8][C@@H:9]1[C@@H:14]([CH2:15][O:16][CH2:17][C:18]2[CH:23]=[CH:22][CH:21]=[CH:20][CH:19]=2)[O:13][CH:12]=[CH:11][C@H:10]1[O:24][Si](C(C)(C)C)(C)C)[C:2]1[CH:7]=[CH:6][CH:5]=[CH:4][CH:3]=1.O. The catalyst is C1COCC1. The product is [CH2:1]([O:8][C@@H:9]1[C@@H:14]([CH2:15][O:16][CH2:17][C:18]2[CH:19]=[CH:20][CH:21]=[CH:22][CH:23]=2)[O:13][CH:12]=[CH:11][C@H:10]1[OH:24])[C:2]1[CH:7]=[CH:6][CH:5]=[CH:4][CH:3]=1. The yield is 0.870. (2) The reactants are C1C=CC(P(C2C=CC=CC=2)C2C=CC=CC=2)=CC=1.CCOC(/N=N/C(OCC)=O)=O.[C:32]([N:39]1[CH2:42][CH:41]([OH:43])[CH2:40]1)([O:34][C:35]([CH3:38])([CH3:37])[CH3:36])=[O:33].O[C:45]1[CH:46]=[N:47][CH:48]=[CH:49][CH:50]=1. The catalyst is C1COCC1. The product is [C:35]([O:34][C:32]([N:39]1[CH2:42][CH:41]([O:43][C:45]2[CH:46]=[N:47][CH:48]=[CH:49][CH:50]=2)[CH2:40]1)=[O:33])([CH3:38])([CH3:37])[CH3:36]. The yield is 0.640. (3) The reactants are [CH2:1]([O:8][C:9]([N:11]1[CH2:15][CH2:14][CH2:13][CH:12]1[C:16]1[NH:17][C:18]([C:21]2[CH:26]=[CH:25][C:24](Br)=[CH:23][CH:22]=2)=[CH:19][N:20]=1)=[O:10])[C:2]1[CH:7]=[CH:6][CH:5]=[CH:4][CH:3]=1.[C:28]([O:32][C:33]([NH:35][C:36]1[CH:41]=[CH:40][C:39](B(O)O)=[CH:38][CH:37]=1)=[O:34])([CH3:31])([CH3:30])[CH3:29].C([O-])([O-])=O.[K+].[K+].N#N. The catalyst is C1C=CC([P]([Pd]([P](C2C=CC=CC=2)(C2C=CC=CC=2)C2C=CC=CC=2)([P](C2C=CC=CC=2)(C2C=CC=CC=2)C2C=CC=CC=2)[P](C2C=CC=CC=2)(C2C=CC=CC=2)C2C=CC=CC=2)(C2C=CC=CC=2)C2C=CC=CC=2)=CC=1.COCCOC. The product is [CH2:1]([O:8][C:9]([N:11]1[CH2:15][CH2:14][CH2:13][CH:12]1[C:16]1[NH:17][C:18]([C:21]2[CH:26]=[CH:25][C:24]([C:39]3[CH:38]=[CH:37][C:36]([NH:35][C:33]([O:32][C:28]([CH3:31])([CH3:30])[CH3:29])=[O:34])=[CH:41][CH:40]=3)=[CH:23][CH:22]=2)=[CH:19][N:20]=1)=[O:10])[C:2]1[CH:7]=[CH:6][CH:5]=[CH:4][CH:3]=1. The yield is 0.410. (4) The reactants are O.[NH2:2][NH2:3].[F:4][C:5]([F:16])([F:15])[C:6]([C:8]1[C:9](F)=[N:10][CH:11]=[CH:12][CH:13]=1)=O. The catalyst is C(O)C. The product is [F:4][C:5]([F:16])([F:15])[C:6]1[C:8]2[C:9](=[N:10][CH:11]=[CH:12][CH:13]=2)[NH:3][N:2]=1. The yield is 0.850. (5) The reactants are [C:1]1([C@H:7]([CH3:12])[CH2:8]C(O)=O)[CH:6]=[CH:5][CH:4]=[CH:3][CH:2]=1.[C:13](Cl)(=[O:17])C(Cl)=O.N[C:20]1[CH:25]=[CH:24][C:23]([C:26]2[C:34]3[C:29](=[N:30][CH:31]=[N:32][C:33]=3[NH2:35])[N:28]([C@H:36]3[CH2:41][CH2:40][C@H:39]([N:42]4[CH2:47][CH2:46][N:45]([CH3:48])[CH2:44][CH2:43]4)[CH2:38][CH2:37]3)[N:27]=2)=[CH:22][C:21]=1[O:49][CH3:50].C(OCC)(=O)C.[N:57]1C=CC=CC=1. The catalyst is ClCCl.CN(C=O)C. The product is [C:1]1([C@@H:7]([CH3:12])[CH2:8][NH:57][C:13](=[O:17])[C:20]2[CH:25]=[CH:24][C:23]([C:26]3[C:34]4[C:29](=[N:30][CH:31]=[N:32][C:33]=4[NH2:35])[N:28]([C@H:36]4[CH2:41][CH2:40][C@H:39]([N:42]5[CH2:47][CH2:46][N:45]([CH3:48])[CH2:44][CH2:43]5)[CH2:38][CH2:37]4)[N:27]=3)=[CH:22][C:21]=2[O:49][CH3:50])[CH:2]=[CH:3][CH:4]=[CH:5][CH:6]=1. The yield is 0.640. (6) The product is [Br:1][C:2]1[C:3]([O:11][C:12]2[CH:17]=[CH:16][C:15]([NH2:18])=[CH:14][C:13]=2[F:21])=[C:4]2[S:10][CH:9]=[CH:8][C:5]2=[N:6][CH:7]=1. The yield is 0.920. No catalyst specified. The reactants are [Br:1][C:2]1[C:3]([O:11][C:12]2[CH:17]=[CH:16][C:15]([N+:18]([O-])=O)=[CH:14][C:13]=2[F:21])=[C:4]2[S:10][CH:9]=[CH:8][C:5]2=[N:6][CH:7]=1.N1C2=C(OC3C=CC(N)=CC=3F)N=CC=C2C=C1.